Dataset: Retrosynthesis with 50K atom-mapped reactions and 10 reaction types from USPTO. Task: Predict the reactants needed to synthesize the given product. (1) Given the product COCC(C)Nc1c(C)cccc1C, predict the reactants needed to synthesize it. The reactants are: COCC(C)=Nc1c(C)cccc1C. (2) Given the product N#CCc1c(Cl)cccc1I, predict the reactants needed to synthesize it. The reactants are: Clc1cccc(I)c1CBr.[C-]#N. (3) Given the product Cn1ccnc1-c1ccccc1Nc1nc(Nc2ccc3c(c2)C(C)(C)CCC(=O)N3)ncc1Cl, predict the reactants needed to synthesize it. The reactants are: CC1(C)CCC(=O)Nc2ccc(N)cc21.Cn1ccnc1-c1ccccc1Nc1nc(Cl)ncc1Cl. (4) Given the product COC(=O)C(C)(C)Oc1cccc(Cn2c(C)c(C)c3cc(C(=O)N[C@@H](C)c4cccc(C(C)C)c4)ccc32)c1, predict the reactants needed to synthesize it. The reactants are: CC(C)c1cccc([C@H](C)N)c1.COC(=O)C(C)(C)Oc1cccc(Cn2c(C)c(C)c3cc(C(=O)O)ccc32)c1.